The task is: Predict the product of the given reaction.. This data is from Forward reaction prediction with 1.9M reactions from USPTO patents (1976-2016). (1) Given the reactants C(OC([NH:8][CH2:9][CH2:10][NH:11][C:12]1[N:17]=[C:16]([NH:18]C(=O)OC(C)(C)C)[C:15]([C:26](=[O:31])[C:27]([F:30])([F:29])[F:28])=[CH:14][CH:13]=1)=O)(C)(C)C.[ClH:32], predict the reaction product. The product is: [ClH:32].[NH2:18][C:16]1[C:15]([C:26](=[O:31])[C:27]([F:28])([F:30])[F:29])=[CH:14][CH:13]=[C:12]([NH:11][CH2:10][CH2:9][NH2:8])[N:17]=1. (2) Given the reactants O[C:2]1[C:3](C)=[C:4]([CH:8]=[CH:9][CH:10]=1)[C:5](O)=[O:6].O[N:13]1C2C=CC=CC=2N=N1.C(Cl)CCl.C(OCC)(=O)C, predict the reaction product. The product is: [C:5]([NH2:13])(=[O:6])[C:4]1[CH:8]=[CH:9][CH:10]=[CH:2][CH:3]=1.